The task is: Predict the product of the given reaction.. This data is from Forward reaction prediction with 1.9M reactions from USPTO patents (1976-2016). (1) Given the reactants [C:1]([O:5][C:6]([NH:8][CH2:9][C:10]1[CH:17]=[CH:16][C:13]([CH2:14][NH2:15])=[CH:12][CH:11]=1)=[O:7])([CH3:4])([CH3:3])[CH3:2].[F:18][C:19]([F:45])([F:44])[C:20]1[CH:25]=[CH:24][C:23]([C:26]2[C:27]([C:32]([NH:34][C:35]3[CH:36]=[C:37]([C:41](O)=[O:42])[N:38]([CH3:40])[CH:39]=3)=[O:33])=[CH:28][CH:29]=[CH:30][CH:31]=2)=[CH:22][CH:21]=1.CN(C(ON1N=NC2C=CC=CC1=2)=[N+](C)C)C.[B-](F)(F)(F)F.C(N(CC)CC)C, predict the reaction product. The product is: [C:1]([O:5][C:6]([NH:8][CH2:9][C:10]1[CH:11]=[CH:12][C:13]([CH2:14][NH:15][C:41]([C:37]2[N:38]([CH3:40])[CH:39]=[C:35]([NH:34][C:32]([C:27]3[C:26]([C:23]4[CH:22]=[CH:21][C:20]([C:19]([F:45])([F:18])[F:44])=[CH:25][CH:24]=4)=[CH:31][CH:30]=[CH:29][CH:28]=3)=[O:33])[CH:36]=2)=[O:42])=[CH:16][CH:17]=1)=[O:7])([CH3:4])([CH3:2])[CH3:3]. (2) The product is: [CH2:1]([O:3][C:4](=[O:24])[C:5]1[CH:10]=[CH:9][CH:8]=[C:7]([S:11][C:12]2[C:20]3[C:15](=[CH:16][C:17]([Cl:22])=[C:18]([F:21])[CH:19]=3)[N:14]([C:26]3[CH:27]=[N:28][N:29]([CH2:31][CH2:32][CH3:33])[CH:30]=3)[C:13]=2[CH3:23])[CH:6]=1)[CH3:2]. Given the reactants [CH2:1]([O:3][C:4](=[O:24])[C:5]1[CH:10]=[CH:9][CH:8]=[C:7]([S:11][C:12]2[C:20]3[C:15](=[CH:16][C:17]([Cl:22])=[C:18]([F:21])[CH:19]=3)[NH:14][C:13]=2[CH3:23])[CH:6]=1)[CH3:2].Br[C:26]1[CH:27]=[N:28][N:29]([CH2:31][CH2:32][CH3:33])[CH:30]=1, predict the reaction product. (3) Given the reactants [OH-].[Na+].C1COCC1.[CH3:8][O:9][C:10]1[CH:15]=[C:14]([C:16]([O:18]C)=[O:17])[CH:13]=[C:12]([O:20][CH3:21])[C:11]=1[C:22]1[CH:27]=[CH:26][CH:25]=[CH:24][CH:23]=1.OS([O-])(=O)=O.[K+], predict the reaction product. The product is: [CH3:21][O:20][C:12]1[CH:13]=[C:14]([C:16]([OH:18])=[O:17])[CH:15]=[C:10]([O:9][CH3:8])[C:11]=1[C:22]1[CH:27]=[CH:26][CH:25]=[CH:24][CH:23]=1. (4) Given the reactants C1C=CC2N(O)N=[N:7]C=2C=1.CCN=C=NCCCN(C)C.Cl.Cl.[C:24]([O:28][C:29]([N:31]([CH2:35][C:36]1[CH:41]=[CH:40][C:39]([NH:42][C:43]2[N:48]=[C:47]([CH2:49][CH2:50][C:51]3[CH:56]=[CH:55][CH:54]=[CH:53][C:52]=3[CH2:57][C:58]([OH:60])=O)[C:46]([C:61]([F:64])([F:63])[F:62])=[CH:45][N:44]=2)=[CH:38][CH:37]=1)[CH2:32][CH2:33][OH:34])=[O:30])([CH3:27])([CH3:26])[CH3:25].CCN(CC)CC.C(=O)([O-])[O-].[NH4+].[NH4+].C([O-])(O)=O.[Na+], predict the reaction product. The product is: [NH2:7][C:58](=[O:60])[CH2:57][C:52]1[CH:53]=[CH:54][CH:55]=[CH:56][C:51]=1[CH2:50][CH2:49][C:47]1[C:46]([C:61]([F:64])([F:62])[F:63])=[CH:45][N:44]=[C:43]([NH:42][C:39]2[CH:40]=[CH:41][C:36]([CH2:35][N:31]([CH2:32][CH2:33][OH:34])[C:29](=[O:30])[O:28][C:24]([CH3:26])([CH3:25])[CH3:27])=[CH:37][CH:38]=2)[N:48]=1. (5) Given the reactants Cl[C:2]1[C:3]2[CH2:16][CH2:15][N:14]([S:17]([CH3:20])(=[O:19])=[O:18])[C:4]=2[N:5]=[C:6]([N:8]2[CH2:13][CH2:12][O:11][CH2:10][CH2:9]2)[N:7]=1.[CH3:21][O:22][C:23]1[CH:54]=[CH:53][C:26]([CH2:27][N:28]([CH2:44][C:45]2[CH:50]=[CH:49][C:48]([O:51][CH3:52])=[CH:47][CH:46]=2)[C:29]2[N:34]=[CH:33][C:32](B3OC(C)(C)C(C)(C)O3)=[CH:31][N:30]=2)=[CH:25][CH:24]=1.P([O-])([O-])([O-])=O.[K+].[K+].[K+], predict the reaction product. The product is: [CH3:20][S:17]([N:14]1[C:4]2[N:5]=[C:6]([N:8]3[CH2:13][CH2:12][O:11][CH2:10][CH2:9]3)[N:7]=[C:2]([C:32]3[CH:31]=[N:30][C:29]([N:28]([CH2:27][C:26]4[CH:25]=[CH:24][C:23]([O:22][CH3:21])=[CH:54][CH:53]=4)[CH2:44][C:45]4[CH:46]=[CH:47][C:48]([O:51][CH3:52])=[CH:49][CH:50]=4)=[N:34][CH:33]=3)[C:3]=2[CH2:16][CH2:15]1)(=[O:19])=[O:18].